This data is from Choline transporter screen with 302,306 compounds. The task is: Binary Classification. Given a drug SMILES string, predict its activity (active/inactive) in a high-throughput screening assay against a specified biological target. (1) The drug is S(=O)(=O)(Nc1nc2c(nc1OCC(F)(F)F)cccc2)c1sccc1. The result is 0 (inactive). (2) The compound is O(c1c(OC)cc(cc1)/C=N\n1cnnc1)CC(=O)Nc1c(OC)cccc1. The result is 0 (inactive).